Dataset: Reaction yield outcomes from USPTO patents with 853,638 reactions. Task: Predict the reaction yield, written as a fraction of the theoretical maximum amount of product (1.0 means a 100% yield; for example, 0.34 means a 34% yield). (1) The reactants are [F:1][C:2]1[CH:7]=[CH:6][C:5]([C:8]2[C:12]3[C:13](=[O:17])[NH:14][CH2:15][CH2:16][C:11]=3[NH:10][C:9]=2[CH:18]=O)=[CH:4][CH:3]=1.[F:20][C:21]1[CH:22]=[C:23]2[C:27](=[CH:28][C:29]=1[NH:30][CH2:31][C:32]1[CH:37]=[CH:36][C:35]([F:38])=[CH:34][CH:33]=1)[NH:26][C:25](=[O:39])[CH2:24]2. No catalyst specified. The product is [F:20][C:21]1[CH:22]=[C:23]2[C:27](=[CH:28][C:29]=1[NH:30][CH2:31][C:32]1[CH:37]=[CH:36][C:35]([F:38])=[CH:34][CH:33]=1)[NH:26][C:25](=[O:39])[C:24]2=[CH:18][C:9]1[NH:10][C:11]2[CH2:16][CH2:15][NH:14][C:13](=[O:17])[C:12]=2[C:8]=1[C:5]1[CH:6]=[CH:7][C:2]([F:1])=[CH:3][CH:4]=1. The yield is 0.435. (2) The yield is 0.700. The product is [C:34]([O:33][C:31]([O:7][C@@H:6]1[C@@H:5]([CH2:8][OH:9])[O:4][C@@H:3]([N:10]2[CH:15]=[CH:14][C:13]([NH:16][C:17]([O:19][CH2:20][CH3:21])=[O:18])=[N:12][C:11]2=[O:22])[C:2]1([F:1])[F:23])=[O:32])([CH3:37])([CH3:36])[CH3:35]. The catalyst is CC#N. The reactants are [F:1][C:2]1([F:23])[C@H:6]([OH:7])[C@@H:5]([CH2:8][OH:9])[O:4][C@H:3]1[N:10]1[CH:15]=[CH:14][C:13]([NH:16][C:17]([O:19][CH2:20][CH3:21])=[O:18])=[N:12][C:11]1=[O:22].CCN(CC)CC.[C:31](O[C:31]([O:33][C:34]([CH3:37])([CH3:36])[CH3:35])=[O:32])([O:33][C:34]([CH3:37])([CH3:36])[CH3:35])=[O:32]. (3) The reactants are Br[C:2]1[CH:21]=[CH:20][C:5]([CH2:6][O:7][C@@H:8]2[CH2:13][O:12][C:11]3=[N:14][C:15]([N+:17]([O-:19])=[O:18])=[CH:16][N:10]3[CH2:9]2)=[C:4]([F:22])[CH:3]=1.[B:23]1([B:23]2[O:27][C:26]([CH3:29])([CH3:28])[C:25]([CH3:31])([CH3:30])[O:24]2)[O:27][C:26]([CH3:29])([CH3:28])[C:25]([CH3:31])([CH3:30])[O:24]1.CC([O-])=O.[K+]. The catalyst is CS(C)=O.C1C=CC(P(C2C=CC=CC=2)[C-]2C=CC=C2)=CC=1.C1C=CC(P(C2C=CC=CC=2)[C-]2C=CC=C2)=CC=1.Cl[Pd]Cl.[Fe+2]. The product is [F:22][C:4]1[CH:3]=[C:2]([B:23]2[O:27][C:26]([CH3:29])([CH3:28])[C:25]([CH3:31])([CH3:30])[O:24]2)[CH:21]=[CH:20][C:5]=1[CH2:6][O:7][C@@H:8]1[CH2:13][O:12][C:11]2=[N:14][C:15]([N+:17]([O-:19])=[O:18])=[CH:16][N:10]2[CH2:9]1. The yield is 0.660. (4) The reactants are [Cl:1][C:2]1[C:3]([F:31])=[C:4]([CH:8]2[C:12]([C:15]3[CH:20]=[CH:19][C:18]([Cl:21])=[CH:17][C:16]=3[F:22])([C:13]#[N:14])[CH:11]([CH2:23][C:24]([CH3:27])([CH3:26])[CH3:25])[NH:10][CH:9]2[C:28](O)=[O:29])[CH:5]=[CH:6][CH:7]=1.[CH3:32][C:33]([O:42][CH2:43][C@H:44]1[CH2:46][O:45]1)([CH3:41])[CH2:34][N:35]1[CH:39]=[CH:38][C:37]([NH2:40])=[N:36]1.CN(C(ON1N=NC2C=CC=NC1=2)=[N+](C)C)C.F[P-](F)(F)(F)(F)F.CCN(C(C)C)C(C)C. The catalyst is C(Cl)Cl. The product is [CH3:41][C:33]([O:42][CH2:43][C@H:44]1[CH2:46][O:45]1)([CH3:32])[CH2:34][N:35]1[CH:39]=[CH:38][C:37]([NH:40][C:28]([CH:9]2[CH:8]([C:4]3[CH:5]=[CH:6][CH:7]=[C:2]([Cl:1])[C:3]=3[F:31])[C:12]([C:15]3[CH:20]=[CH:19][C:18]([Cl:21])=[CH:17][C:16]=3[F:22])([C:13]#[N:14])[CH:11]([CH2:23][C:24]([CH3:27])([CH3:26])[CH3:25])[NH:10]2)=[O:29])=[N:36]1. The yield is 0.280. (5) The reactants are C[O:2][C:3]([C:5]1[S:6][C:7]2[C:8]([OH:26])([CH3:25])[CH2:9][O:10][C:11]3[CH:18]=[CH:17][C:16]([C:19]#[C:20][C:21]([OH:24])([CH3:23])[CH3:22])=[CH:15][C:12]=3[C:13]=2[N:14]=1)=O.[NH3:27].CO. The catalyst is C1COCC1. The product is [OH:26][C:8]1([CH3:25])[C:7]2[S:6][C:5]([C:3]([NH2:27])=[O:2])=[N:14][C:13]=2[C:12]2[CH:15]=[C:16]([C:19]#[C:20][C:21]([OH:24])([CH3:23])[CH3:22])[CH:17]=[CH:18][C:11]=2[O:10][CH2:9]1. The yield is 0.710. (6) The product is [O:60]1[CH2:61][CH2:62][CH:57]([NH:56][C:21]([C:18]2[CH:17]=[N:16][C:15]([O:14][CH2:13][C:12]3[N:8]([C:5]4[CH:4]=[CH:3][C:2]([F:1])=[CH:7][CH:6]=4)[N:9]=[N:10][C:11]=3[CH3:24])=[CH:20][N:19]=2)=[O:23])[CH2:58][CH2:59]1. The yield is 0.890. The reactants are [F:1][C:2]1[CH:7]=[CH:6][C:5]([N:8]2[C:12]([CH2:13][O:14][C:15]3[N:16]=[CH:17][C:18]([C:21]([OH:23])=O)=[N:19][CH:20]=3)=[C:11]([CH3:24])[N:10]=[N:9]2)=[CH:4][CH:3]=1.CN(C(ON1N=NC2C=CC=CC1=2)=[N+](C)C)C.[B-](F)(F)(F)F.CCN(C(C)C)C(C)C.[NH2:56][CH:57]1[CH2:62][CH2:61][O:60][CH2:59][CH2:58]1. The catalyst is CN(C=O)C. (7) The reactants are [NH2:1][C:2]1[CH:3]=[C:4]([C:8]2[C:16]3[C:11](=[CH:12][CH:13]=[C:14](C#N)[CH:15]=3)[N:10](C3CCCCO3)[N:9]=2)[CH:5]=[CH:6][CH:7]=1.[N:25]1[CH:30]=[CH:29][CH:28]=[C:27]([C:31](Cl)=[O:32])[CH:26]=1.[CH3:34][OH:35]. The catalyst is O1CCCC1.CN(C)C=O.ClCCl. The product is [C:26]([CH:27]1[CH2:31][O:32][CH:30]([N:10]2[C:11]3[C:16](=[CH:15][CH:14]=[CH:13][CH:12]=3)[C:8]([C:4]3[CH:3]=[C:2]([NH:1][C:34](=[O:35])[CH2:3][CH:4]([CH3:8])[CH3:5])[CH:7]=[CH:6][CH:5]=3)=[N:9]2)[CH2:29][CH2:28]1)#[N:25]. The yield is 0.470.